From a dataset of Full USPTO retrosynthesis dataset with 1.9M reactions from patents (1976-2016). Predict the reactants needed to synthesize the given product. (1) Given the product [Br:1][C:2]1[CH:3]=[CH:4][C:5]([CH:8]2[CH2:11][CH2:10][N:9]2[C:17]([O:16][C:13]([CH3:15])([CH3:14])[CH3:12])=[O:18])=[CH:6][CH:7]=1, predict the reactants needed to synthesize it. The reactants are: [Br:1][C:2]1[CH:7]=[CH:6][C:5]([CH:8]2[CH2:11][CH2:10][NH:9]2)=[CH:4][CH:3]=1.[CH3:12][C:13]([O:16][C:17](O[C:17]([O:16][C:13]([CH3:15])([CH3:14])[CH3:12])=[O:18])=[O:18])([CH3:15])[CH3:14].C(=O)([O-])[O-].[K+].[K+]. (2) Given the product [F:1][C:2]1[CH:3]=[C:4]2[C:9](=[CH:10][C:11]=1[F:12])[N:8]=[C:7]([CH2:13][O:14][C:15]1[CH:16]=[CH:17][C:18]3[O:28][CH2:27][C:22]4=[N:23][CH:24]=[CH:25][CH:26]=[C:21]4[CH:20]([S:40][CH2:54][C:55]#[N:56])[C:19]=3[CH:30]=1)[CH:6]=[CH:5]2, predict the reactants needed to synthesize it. The reactants are: [F:1][C:2]1[CH:3]=[C:4]2[C:9](=[CH:10][C:11]=1[F:12])[N:8]=[C:7]([CH2:13][O:14][C:15]1[CH:16]=[CH:17][C:18]3[O:28][CH2:27][C:22]4=[N:23][CH:24]=[CH:25][CH:26]=[C:21]4[CH:20](O)[C:19]=3[CH:30]=1)[CH:6]=[CH:5]2.COC1C=CC(P2(SP(C3C=CC(OC)=CC=3)(=S)S2)=[S:40])=CC=1.Cl[CH2:54][C:55]#[N:56].C(N(CC)CC)C. (3) Given the product [CH:10]([N:8]1[CH2:9][CH:6]([O:5][CH2:29][CH2:23][C:24]([F:27])([F:26])[F:25])[CH2:7]1)([C:17]1[CH:22]=[CH:21][CH:20]=[CH:19][CH:18]=1)[C:11]1[CH:16]=[CH:15][CH:14]=[CH:13][CH:12]=1, predict the reactants needed to synthesize it. The reactants are: CS([O:5][CH:6]1[CH2:9][N:8]([CH:10]([C:17]2[CH:22]=[CH:21][CH:20]=[CH:19][CH:18]=2)[C:11]2[CH:16]=[CH:15][CH:14]=[CH:13][CH:12]=2)[CH2:7]1)(=O)=O.[CH2:23](O)[C:24]([F:27])([F:26])[F:25].[C:29](=O)([O-])O.[Na+]. (4) Given the product [OH:1][C@@H:2]([C@@H:9]([CH2:16][CH2:17][CH2:18][C:19]1[CH:20]=[CH:21][C:22]([O:25][C:26]([F:27])([F:28])[F:29])=[CH:23][CH:24]=1)[C:10]([OH:12])=[O:11])[C:3]([OH:5])=[O:4], predict the reactants needed to synthesize it. The reactants are: [OH:1][C@@H:2]([C@@H:9]([CH2:16][CH2:17][CH2:18][C:19]1[CH:24]=[CH:23][C:22]([O:25][C:26]([F:29])([F:28])[F:27])=[CH:21][CH:20]=1)[C:10]([O:12]C(C)C)=[O:11])[C:3]([O:5]C(C)C)=[O:4].[OH-].[K+].Cl. (5) Given the product [C:51]([O:50][C@@H:44]([C:35]1[C:34]([CH3:55])=[CH:33][C:31]2[N:32]=[C:28]([C:2]3[C:7]([NH:8][C:9](=[O:14])[C:10]([F:13])([F:12])[F:11])=[CH:6][CH:5]=[C:4]([C:15]4[CH:16]=[C:17]5[C:21](=[CH:22][CH:23]=4)[N:20]([CH3:24])[N:19]=[CH:18]5)[N:3]=3)[S:29][C:30]=2[C:36]=1[C:37]1[CH:38]=[CH:39][C:40]([Cl:43])=[CH:41][CH:42]=1)[C:45]([O:47][CH2:48][CH3:49])=[O:46])([CH3:52])([CH3:53])[CH3:54], predict the reactants needed to synthesize it. The reactants are: Br[C:2]1[C:7]([NH:8][C:9](=[O:14])[C:10]([F:13])([F:12])[F:11])=[CH:6][CH:5]=[C:4]([C:15]2[CH:16]=[C:17]3[C:21](=[CH:22][CH:23]=2)[N:20]([CH3:24])[N:19]=[CH:18]3)[N:3]=1.[Li+].[Cl-].Br[C:28]1[S:29][C:30]2[C:36]([C:37]3[CH:42]=[CH:41][C:40]([Cl:43])=[CH:39][CH:38]=3)=[C:35]([C@H:44]([O:50][C:51]([CH3:54])([CH3:53])[CH3:52])[C:45]([O:47][CH2:48][CH3:49])=[O:46])[C:34]([CH3:55])=[CH:33][C:31]=2[N:32]=1. (6) Given the product [OH:21][CH2:20][C:17]1[CH:16]=[CH:15][N:14]=[C:13]2[CH:12]=[C:11]([C:9]3[CH:8]=[CH:7][N:6]=[C:5]([NH:4][C:1](=[O:3])[CH3:2])[CH:10]=3)[NH:19][C:18]=12, predict the reactants needed to synthesize it. The reactants are: [C:1]([NH:4][C:5]1[CH:10]=[C:9]([C:11]2[NH:19][C:18]3[C:13](=[N:14][CH:15]=[CH:16][C:17]=3[C:20](OC)=[O:21])[CH:12]=2)[CH:8]=[CH:7][N:6]=1)(=[O:3])[CH3:2].[Li+].[Br-].[BH4-].[Na+]. (7) Given the product [Cl:1][C:2]1[C:10]([N+:11]([O-:13])=[O:12])=[CH:9][CH:8]=[CH:7][C:3]=1[C:4]([O:6][CH3:19])=[O:5], predict the reactants needed to synthesize it. The reactants are: [Cl:1][C:2]1[C:10]([N+:11]([O-:13])=[O:12])=[CH:9][CH:8]=[CH:7][C:3]=1[C:4]([OH:6])=[O:5].S(=O)(=O)(O)O.[CH3:19]O. (8) Given the product [OH:3][CH:1]([C:4]1[N:8]2[C:9](=[O:23])[CH:10]=[C:11]([CH2:13][N:14]3[CH:18]=[CH:17][C:16]([C:19]([F:21])([F:20])[F:22])=[N:15]3)[N:12]=[C:7]2[S:6][C:5]=1[CH3:24])[CH3:2], predict the reactants needed to synthesize it. The reactants are: [C:1]([C:4]1[N:8]2[C:9](=[O:23])[CH:10]=[C:11]([CH2:13][N:14]3[CH:18]=[CH:17][C:16]([C:19]([F:22])([F:21])[F:20])=[N:15]3)[N:12]=[C:7]2[S:6][C:5]=1[CH3:24])(=[O:3])[CH3:2].[Na]. (9) Given the product [CH:18]([N:19]1[CH2:13][CH2:14][CH2:4][CH2:5][CH2:6][C:7]1=[O:8])=[CH2:17], predict the reactants needed to synthesize it. The reactants are: C(O[CH2:4][CH2:5][CH2:6][CH2:7][O:8]C=C)=C.C#C.[C:13]1(=O)[NH:19][CH2:18][CH2:17]CC[CH2:14]1. (10) Given the product [CH:1]1([N:4]([CH2:6][C:7]2[CH:8]=[C:9]([C:21]#[CH:22])[CH:10]=[C:11]3[C:16]=2[O:15][C:14]([CH3:17])([CH3:18])[CH2:13][C:12]3([CH3:20])[CH3:19])[CH3:5])[CH2:2][CH2:3]1, predict the reactants needed to synthesize it. The reactants are: [CH:1]1([N:4]([CH2:6][C:7]2[CH:8]=[C:9]([C:21]#[C:22][Si](C)(C)C)[CH:10]=[C:11]3[C:16]=2[O:15][C:14]([CH3:18])([CH3:17])[CH2:13][C:12]3([CH3:20])[CH3:19])[CH3:5])[CH2:3][CH2:2]1.C(=O)([O-])[O-].[K+].[K+].